This data is from Forward reaction prediction with 1.9M reactions from USPTO patents (1976-2016). The task is: Predict the product of the given reaction. (1) The product is: [F:16][C:17]([F:22])([F:21])[C@@H:18]([O:19][CH2:24][C:25]([O:27][C:28]([CH3:31])([CH3:30])[CH3:29])=[O:26])[CH:20]=[CH2:6]. Given the reactants [I-].C[S+](C)C.[CH3:6][Si](C)(C)[N-][Si](C)(C)C.[Li+].[F:16][C:17]([F:22])([F:21])[C@@H:18]1[CH2:20][O:19]1.Br[CH2:24][C:25]([O:27][C:28]([CH3:31])([CH3:30])[CH3:29])=[O:26], predict the reaction product. (2) Given the reactants F[C:2]1[N:7]2[CH:8]=[C:9]([CH2:11][N:12]3[C@H:25]4[C@H:16]([CH2:17][CH2:18][C:19]5[C:24]4=[N:23][CH:22]=[CH:21][CH:20]=5)[CH2:15][CH2:14][CH2:13]3)[N:10]=[C:6]2[CH:5]=[CH:4][CH:3]=1, predict the reaction product. The product is: [N:12]1([CH2:11][C:9]2[N:10]=[C:6]3[CH:5]=[CH:4][CH:3]=[C:2]([N:7]([CH3:6])[CH2:8][CH2:9][CH2:11][NH:12][CH3:13])[N:7]3[CH:8]=2)[C@H:25]2[C@H:16]([CH2:17][CH2:18][C:19]3[C:24]2=[N:23][CH:22]=[CH:21][CH:20]=3)[CH2:15][CH2:14][CH2:13]1. (3) Given the reactants C(O[C:6]([N:8]1[CH2:12][CH2:11][CH2:10][C@@H:9]1[C:13](=[O:24])[NH:14][C:15]1[CH:16]([O:21][CH2:22][CH3:23])[O:17][C:18](=[O:20])[CH:19]=1)=[O:7])(C)(C)C.N1C(C)=CC=CC=1C.C[Si](OS(C(F)(F)F)(=O)=O)(C)C.C(=O)(O)[O-].[Na+].[CH2:50]([O:57][C:58]([NH:60][CH:61]([C:65]([CH3:68])([CH3:67])[CH3:66])C(O)=O)=[O:59])[C:51]1[CH:56]=[CH:55][CH:54]=[CH:53][CH:52]=1.C(Cl)CCl.C1C=CC2N(O)N=NC=2C=1, predict the reaction product. The product is: [CH2:50]([O:57][C:58](=[O:59])[NH:60][CH:61]([C:6]([N:8]1[CH2:12][CH2:11][CH2:10][CH:9]1[C:13](=[O:24])[NH:14][CH:15]1[CH2:19][C:18](=[O:20])[O:17][CH:16]1[O:21][CH2:22][CH3:23])=[O:7])[C:65]([CH3:67])([CH3:66])[CH3:68])[C:51]1[CH:56]=[CH:55][CH:54]=[CH:53][CH:52]=1.